Dataset: NCI-60 drug combinations with 297,098 pairs across 59 cell lines. Task: Regression. Given two drug SMILES strings and cell line genomic features, predict the synergy score measuring deviation from expected non-interaction effect. Drug 1: COC1=C(C=C2C(=C1)N=CN=C2NC3=CC(=C(C=C3)F)Cl)OCCCN4CCOCC4. Drug 2: CCCCCOC(=O)NC1=NC(=O)N(C=C1F)C2C(C(C(O2)C)O)O. Cell line: SNB-75. Synergy scores: CSS=29.9, Synergy_ZIP=-5.36, Synergy_Bliss=0.988, Synergy_Loewe=-28.2, Synergy_HSA=1.90.